From a dataset of Full USPTO retrosynthesis dataset with 1.9M reactions from patents (1976-2016). Predict the reactants needed to synthesize the given product. (1) Given the product [CH3:20][O:19][C:11]1[CH:12]=[C:13]([CH:17]=[CH:18][C:10]=1[NH:9][C:6]1[CH2:5][CH2:4][C:3](=[O:8])[C:2]=1[CH3:1])[C:14]([OH:16])=[O:15].[CH3:5][CH2:6][OH:7], predict the reactants needed to synthesize it. The reactants are: [CH3:1][CH:2]1[C:6](=[O:7])[CH2:5][CH2:4][C:3]1=[O:8].[NH2:9][C:10]1[CH:18]=[CH:17][C:13]([C:14]([OH:16])=[O:15])=[CH:12][C:11]=1[O:19][CH3:20]. (2) Given the product [OH:25][C:24]1[C:19]([C:16]2[CH:15]=[CH:14][C:13]([O:12][CH2:11][C:2]3[CH:3]=[CH:4][C:5]4[C:10](=[CH:9][CH:8]=[CH:7][CH:6]=4)[N:1]=3)=[CH:18][CH:17]=2)=[CH:20][C:21]([C:32]#[N:33])=[CH:22][CH:23]=1, predict the reactants needed to synthesize it. The reactants are: [N:1]1[C:10]2[C:5](=[CH:6][CH:7]=[CH:8][CH:9]=2)[CH:4]=[CH:3][C:2]=1[CH2:11][O:12][C:13]1[CH:18]=[CH:17][C:16]([C:19]2[C:24]([O:25]C3CCCCO3)=[CH:23][CH:22]=[C:21]([C:32]#[N:33])[CH:20]=2)=[CH:15][CH:14]=1.C1(C)C=CC(S([O-])(=O)=O)=CC=1.[NH+]1C=CC=CC=1. (3) The reactants are: [N:1]1([CH2:6][CH2:7][CH2:8][CH2:9][C:10]2[CH:25]=[CH:24][C:13]([O:14][CH2:15][C:16]3[O:17][CH:18]=[C:19]([C:21]([OH:23])=O)[N:20]=3)=[CH:12][CH:11]=2)[CH:5]=[CH:4][N:3]=[N:2]1.[F:26][C:27]([F:36])([F:35])[C:28]1[CH:33]=[CH:32][C:31]([NH2:34])=[CH:30][CH:29]=1. Given the product [F:26][C:27]([F:35])([F:36])[C:28]1[CH:29]=[CH:30][C:31]([NH:34][C:21]([C:19]2[N:20]=[C:16]([CH2:15][O:14][C:13]3[CH:12]=[CH:11][C:10]([CH2:9][CH2:8][CH2:7][CH2:6][N:1]4[CH:5]=[CH:4][N:3]=[N:2]4)=[CH:25][CH:24]=3)[O:17][CH:18]=2)=[O:23])=[CH:32][CH:33]=1, predict the reactants needed to synthesize it.